Dataset: Catalyst prediction with 721,799 reactions and 888 catalyst types from USPTO. Task: Predict which catalyst facilitates the given reaction. (1) Reactant: Br[C:2]1[CH:3]=[N:4][CH:5]=[C:6]([Br:8])[CH:7]=1.[Li]CCCC.[C:14]([O:18][C:19]([N:21]1[CH2:25][CH2:24][C:23](=[O:26])[CH2:22]1)=[O:20])([CH3:17])([CH3:16])[CH3:15].O. Product: [C:14]([O:18][C:19]([N:21]1[CH2:25][CH2:24][C:23]([C:2]2[CH:3]=[N:4][CH:5]=[C:6]([Br:8])[CH:7]=2)([OH:26])[CH2:22]1)=[O:20])([CH3:17])([CH3:15])[CH3:16]. The catalyst class is: 28. (2) Reactant: [C:1]([O:5][C:6]([N:8]1[CH2:12][C@@H:11]([O:13][Si:14]([C:17]([CH3:20])([CH3:19])[CH3:18])([CH3:16])[CH3:15])[CH2:10][C@@H:9]1[CH2:21][O:22]S(C)(=O)=O)=[O:7])([CH3:4])([CH3:3])[CH3:2].[Cl:27][C:28]1[CH:33]=[CH:32][CH:31]=[CH:30][C:29]=1O.C(=O)([O-])[O-].[Cs+].[Cs+]. Product: [C:1]([O:5][C:6]([N:8]1[CH2:12][C@@H:11]([O:13][Si:14]([C:17]([CH3:20])([CH3:19])[CH3:18])([CH3:16])[CH3:15])[CH2:10][C@@H:9]1[CH2:21][O:22][C:29]1[CH:30]=[CH:31][CH:32]=[CH:33][C:28]=1[Cl:27])=[O:7])([CH3:4])([CH3:3])[CH3:2]. The catalyst class is: 3. (3) Reactant: [CH3:1][C:2]1[CH:3]=[CH:4][C:5]2[O:10][CH2:9][C:8](=[O:11])[NH:7][C:6]=2[CH:12]=1.Br[CH2:14][C@H:15]([CH3:25])[CH2:16][O:17][Si:18]([C:21]([CH3:24])([CH3:23])[CH3:22])([CH3:20])[CH3:19].C([O-])([O-])=O.[Cs+].[Cs+].CN(C=O)C. Product: [Si:18]([O:17][CH2:16][C@@H:15]([CH3:25])[CH2:14][N:7]1[C:6]2[CH:12]=[C:2]([CH3:1])[CH:3]=[CH:4][C:5]=2[O:10][CH2:9][C:8]1=[O:11])([C:21]([CH3:22])([CH3:23])[CH3:24])([CH3:19])[CH3:20]. The catalyst class is: 28. (4) Reactant: [N+:1]([C:4]1[CH:5]=[C:6]2[C:10](=[CH:11][CH:12]=1)[NH:9][CH:8]=[CH:7]2)([O-:3])=[O:2].CC(C)([O-])C.[K+].[F:19][C:20]1[CH:21]=[C:22]([CH:25]=[CH:26][CH:27]=1)[CH2:23]Br.O. Product: [F:19][C:20]1[CH:21]=[C:22]([CH:25]=[CH:26][CH:27]=1)[CH2:23][N:9]1[C:10]2[C:6](=[CH:5][C:4]([N+:1]([O-:3])=[O:2])=[CH:12][CH:11]=2)[CH:7]=[CH:8]1. The catalyst class is: 9. (5) Reactant: [Cl:1][C:2]1[CH:32]=[C:31]([Cl:33])[CH:30]=[CH:29][C:3]=1[C:4]([NH:6][CH2:7][C:8]1([C:22]2[C:27]([F:28])=[CH:26][CH:25]=[CH:24][N:23]=2)[CH2:13][CH2:12][N:11]([S:14]([C:17]2[N:18]=[N:19][NH:20][CH:21]=2)(=[O:16])=[O:15])[CH2:10][CH2:9]1)=[O:5].[CH3:34]OC(OC)N(C)C. Product: [Cl:1][C:2]1[CH:32]=[C:31]([Cl:33])[CH:30]=[CH:29][C:3]=1[C:4]([NH:6][CH2:7][C:8]1([C:22]2[C:27]([F:28])=[CH:26][CH:25]=[CH:24][N:23]=2)[CH2:9][CH2:10][N:11]([S:14]([C:17]2[N:18]=[N:19][N:20]([CH3:34])[CH:21]=2)(=[O:16])=[O:15])[CH2:12][CH2:13]1)=[O:5]. The catalyst class is: 11. (6) Reactant: C(O[C:4]([C:6]1[C:7]2[S:15][CH:14]=[C:13]([CH2:16][O:17][C:18]3[CH:23]=[CH:22][CH:21]=[C:20]([CH2:24][NH:25][C:26]4[CH:31]=[CH:30][CH:29]=[CH:28][CH:27]=4)[CH:19]=3)[C:8]=2[C:9]([NH2:12])=[N:10][CH:11]=1)=[O:5])C.[CH2:32]([CH2:34][NH2:35])[OH:33]. Product: [OH:33][CH2:32][CH2:34][NH:35][C:4]([C:6]1[C:7]2[S:15][CH:14]=[C:13]([CH2:16][O:17][C:18]3[CH:23]=[CH:22][CH:21]=[C:20]([CH2:24][NH:25][C:26]4[CH:31]=[CH:30][CH:29]=[CH:28][CH:27]=4)[CH:19]=3)[C:8]=2[C:9]([NH2:12])=[N:10][CH:11]=1)=[O:5]. The catalyst class is: 16.